The task is: Predict the reactants needed to synthesize the given product.. This data is from Full USPTO retrosynthesis dataset with 1.9M reactions from patents (1976-2016). Given the product [CH3:14][C:13]1[N:7]([CH2:6][C:5]([O:4][CH2:2][CH3:3])=[O:8])[C:10]([CH3:9])=[CH:11][CH:12]=1, predict the reactants needed to synthesize it. The reactants are: Cl.[CH2:2]([O:4][C:5](=[O:8])[CH2:6][NH2:7])[CH3:3].[CH3:9][C:10](=O)[CH2:11][CH2:12][C:13](=O)[CH3:14].C(N(CC)CC)C.C([O-])(O)=O.[Na+].